From a dataset of Full USPTO retrosynthesis dataset with 1.9M reactions from patents (1976-2016). Predict the reactants needed to synthesize the given product. (1) Given the product [CH2:21]([N:20]1[C:8]2[C:9](=[N:10][C:5]([NH:4][CH:1]3[CH2:3][CH2:2]3)=[N:6][CH:7]=2)[N:11]([C:12]2[CH:17]=[CH:16][C:15]([O:18][CH3:19])=[CH:14][CH:13]=2)[C:31]1=[O:32])[C:22]1[CH:27]=[CH:26][CH:25]=[CH:24][CH:23]=1, predict the reactants needed to synthesize it. The reactants are: [CH:1]1([NH:4][C:5]2[N:10]=[C:9]([NH:11][C:12]3[CH:17]=[CH:16][C:15]([O:18][CH3:19])=[CH:14][CH:13]=3)[C:8]([NH2:20])=[CH:7][N:6]=2)[CH2:3][CH2:2]1.[CH:21](=O)[C:22]1[CH:27]=[CH:26][CH:25]=[CH:24][CH:23]=1.[BH4-].[Na+].[C:31](C1NC=CN=1)(C1NC=CN=1)=[O:32]. (2) Given the product [F:9][C:8]([F:11])([F:10])[C:7]1[C:2]([N:16]2[CH:17]=[CH:18][C:14]([C:13]([F:20])([F:19])[F:12])=[N:15]2)=[N:3][CH:4]=[CH:5][CH:6]=1, predict the reactants needed to synthesize it. The reactants are: Cl[C:2]1[C:7]([C:8]([F:11])([F:10])[F:9])=[CH:6][CH:5]=[CH:4][N:3]=1.[F:12][C:13]([F:20])([F:19])[C:14]1[CH:18]=[CH:17][NH:16][N:15]=1.C(=O)([O-])[O-].[K+].[K+].